This data is from NCI-60 drug combinations with 297,098 pairs across 59 cell lines. The task is: Regression. Given two drug SMILES strings and cell line genomic features, predict the synergy score measuring deviation from expected non-interaction effect. (1) Drug 1: CC1=C(C(=CC=C1)Cl)NC(=O)C2=CN=C(S2)NC3=CC(=NC(=N3)C)N4CCN(CC4)CCO. Drug 2: C1=NC2=C(N1)C(=S)N=CN2. Cell line: OVCAR-8. Synergy scores: CSS=20.7, Synergy_ZIP=9.15, Synergy_Bliss=14.5, Synergy_Loewe=-5.03, Synergy_HSA=-0.548. (2) Drug 1: C1=CC(=CC=C1CC(C(=O)O)N)N(CCCl)CCCl.Cl. Drug 2: CCCCC(=O)OCC(=O)C1(CC(C2=C(C1)C(=C3C(=C2O)C(=O)C4=C(C3=O)C=CC=C4OC)O)OC5CC(C(C(O5)C)O)NC(=O)C(F)(F)F)O. Cell line: MCF7. Synergy scores: CSS=15.6, Synergy_ZIP=-7.14, Synergy_Bliss=-2.91, Synergy_Loewe=-3.00, Synergy_HSA=-2.89.